This data is from Experimentally validated miRNA-target interactions with 360,000+ pairs, plus equal number of negative samples. The task is: Binary Classification. Given a miRNA mature sequence and a target amino acid sequence, predict their likelihood of interaction. (1) The miRNA is mmu-miR-1194 with sequence GAAUGAGUAACUGCUAGAUCCU. The protein sequence of the target gene is MAQLGAVVAVASSFFCASLFSAVHKIEEGHIGVYYRGGALLTSTSGPGFHLMLPFITSYKSVQTTLQTDEVKNVPCGTSGGVMIYFDRIEVVNFLVPNAVYDIVKNYTADYDKALIFNKIHHELNQFCSVHTLQEVYIELFDQIDENLKLALQQDLTSMAPGLVIQAVRVTKPNIPEAIRRNYELMESEKTKLLIAAQKQKVVEKEAETERKKALIEAEKVAQVAEITYGQKVMEKETEKKISEIEDAAFLAREKAKADAECYTALKIAEANKLKLTPEYLQLMKYKAIASNSKIYFGKD.... Result: 0 (no interaction). (2) The miRNA is hsa-miR-103a-2-5p with sequence AGCUUCUUUACAGUGCUGCCUUG. The protein sequence of the target gene is MMPRNNLEASTCKMAEPFNFEKKESKPPPQDPLRSPVAQHNHPTFRLKSPENGNTKNNFLLCEQNKQYLASQEDSSVVSSNPAVVNGEVGGSKGDRKPPPTGNPVSPLSLGNSSPPNQVKTKPSSNVTPEKSKKSHKLFENALSVNNPALFNSLGPPLRSTTCHRCGLFGSLRCSQCKQTYYCSTACQRRDWSSHSTICRPVQQSLNKLEDNKSPFETKAIEVKSEVDCPPGVTKEITAGAERVMFSDLRSLQLKKTMEIKGTVTEFKHPSNFYIQLYSSEVLENMNQLSTSLKETYANV.... Result: 0 (no interaction). (3) The miRNA is hsa-miR-519d-3p with sequence CAAAGUGCCUCCCUUUAGAGUG. The protein sequence of the target gene is MADTLESSLEDPLRSFVRVLEKRDGTVLRLQQYSSGGVGCVVWDAAIVLSKYLETPEFSGDGAHALSRRSVLELGSGTGAVGLMAATLGADVVVTDLEELQDLLKMNINMNKHLVTGSVQAKVLKWGEEIEGFPSPPDFILMADCIYYEESLEPLLKTLKDISGFETCIICCYEQRTMGKNPEIEKKYFELLQLDFDFEKIPLEKHDEEYRSEDIHIIYIRKKKSKFPS. Result: 1 (interaction). (4) The miRNA is hsa-miR-6851-3p with sequence UGGCCCUUUGUACCCCUCCAG. The protein sequence of the target gene is MGPFGALCLAWALLGVVRACPEPCACVDKYAHQFADCAYKELREVPEGLPANVTTLSLSANKITVLRRGAFVNVTQVTSLWLAHSEVRTVESGALAVLSQLKNLDLSHNLISNFPWSDLRNLSALQLLKMNHNRLGSLPRDALGALPDLRSLRINNNRLRTLEPGTFDALSALSHLQLYHNPFHCSCGLVWLQAWAASTRVSLPEPDSIACASPPELQGVPVHRLPALPCAPPSVRLSAEPPPEAPGTPLRAGLAFMLHCVAEGHPTPRLQWQLQIPGGTVVLVPPVLSKEEDGGDKVED.... Result: 0 (no interaction).